This data is from Reaction yield outcomes from USPTO patents with 853,638 reactions. The task is: Predict the reaction yield, written as a fraction of the theoretical maximum amount of product (1.0 means a 100% yield; for example, 0.34 means a 34% yield). (1) The reactants are C([O:3][C:4]([C:6]1[S:15][C:14]2[C:13]3[CH:16]=[CH:17][CH:18]=[CH:19][C:12]=3[O:11][CH2:10][CH2:9][C:8]=2[N:7]=1)=[O:5])C.[OH-].[Na+].O. The catalyst is C1COCC1. The product is [S:15]1[C:14]2[C:13]3[CH:16]=[CH:17][CH:18]=[CH:19][C:12]=3[O:11][CH2:10][CH2:9][C:8]=2[N:7]=[C:6]1[C:4]([OH:5])=[O:3]. The yield is 0.580. (2) The reactants are [CH:1]([C:3]1[CH:11]=[CH:10][C:6]([C:7]([OH:9])=[O:8])=[CH:5][CH:4]=1)=O.[F:12][C:13]1[CH:19]=[CH:18][CH:17]=[CH:16][C:14]=1[NH2:15].[B][B][B][B][B][B][B][B][B][B]. The catalyst is CO. The product is [F:12][C:13]1[CH:19]=[CH:18][CH:17]=[CH:16][C:14]=1[NH:15][CH2:1][C:3]1[CH:11]=[CH:10][C:6]([C:7]([OH:9])=[O:8])=[CH:5][CH:4]=1. The yield is 0.990. (3) The reactants are COC1C=CC(C[N:8]2[C:26](=[O:27])[N:25]3[CH:21]([CH2:22][CH:23]([O:28][C:29]4[CH:34]=[C:33]([O:35][CH3:36])[N:32]=[C:31]([C:37]5[CH:42]=[CH:41][CH:40]=[CH:39][CH:38]=5)[N:30]=4)[CH2:24]3)[C:20](=[O:43])[NH:19][C:18]3([C:44]([NH:46][S:47]([CH:50]4[CH2:52][CH2:51]4)(=[O:49])=[O:48])=[O:45])[CH:16]([CH2:17]3)[CH:15]=[CH:14][CH2:13][CH2:12][CH2:11][CH2:10][CH2:9]2)=CC=1.C(Cl)Cl.C([O-])(O)=O.[Na+]. The catalyst is C(O)(C(F)(F)F)=O. The product is [CH3:36][O:35][C:33]1[N:32]=[C:31]([C:37]2[CH:38]=[CH:39][CH:40]=[CH:41][CH:42]=2)[N:30]=[C:29]([O:28][CH:23]2[CH2:22][CH:21]3[N:25]([C:26](=[O:27])[NH:8][CH2:9][CH2:10][CH2:11][CH2:12][CH2:13][CH:14]=[CH:15][CH:16]4[C:18]([C:44]([NH:46][S:47]([CH:50]5[CH2:52][CH2:51]5)(=[O:49])=[O:48])=[O:45])([NH:19][C:20]3=[O:43])[CH2:17]4)[CH2:24]2)[CH:34]=1. The yield is 0.0800. (4) The reactants are C(Cl)(=O)C.[C:5]1([NH:11][C:12](=[S:28])[NH:13][C:14]2[C:22]3[C:17](=[CH:18][CH:19]=[CH:20][CH:21]=3)[NH:16][C:15]=2[C:23](OCC)=[O:24])[CH:10]=[CH:9][CH:8]=[CH:7][CH:6]=1. The catalyst is CCO. The product is [C:5]1([N:11]2[C:23](=[O:24])[C:15]3[NH:16][C:17]4[CH:18]=[CH:19][CH:20]=[CH:21][C:22]=4[C:14]=3[NH:13][C:12]2=[S:28])[CH:10]=[CH:9][CH:8]=[CH:7][CH:6]=1. The yield is 0.750. (5) The reactants are [NH:1]1[CH2:5][CH2:4][CH2:3][CH2:2]1.N(CC(O)=O)C.P([O-])([O-])([O-])=O.[K+].[K+].[K+].[OH:20][C:21]1[C@H:30]2[C@H:25]([C@H:26]3[CH2:31][C@@H:29]2[CH2:28][CH2:27]3)[N:24]([CH2:32][CH2:33][CH:34]([CH3:36])[CH3:35])[C:23](=[O:37])[C:22]=1[C:38]1[NH:43][C:42]2[CH:44]=[CH:45][C:46](I)=[CH:47][C:41]=2[S:40](=[O:50])(=[O:49])[N:39]=1. The catalyst is CN(C)C=O.[Cu]I. The product is [O:50]=[S:40]1(=[O:49])[C:41]2[CH:47]=[C:46]([N:1]3[CH2:5][CH2:4][CH2:3][CH2:2]3)[CH:45]=[CH:44][C:42]=2[NH:43][C:38]([C:22]2[C:23](=[O:37])[N:24]([CH2:32][CH2:33][CH:34]([CH3:35])[CH3:36])[C@@H:25]3[C@H:30]([C:21]=2[OH:20])[C@@H:29]2[CH2:31][C@H:26]3[CH2:27][CH2:28]2)=[N:39]1. The yield is 0.409. (6) The reactants are [F:1][C:2]1[CH:7]=[C:6]([F:8])[CH:5]=[CH:4][C:3]=1[N:9]1[C:17]2[C:12](=[C:13]([N:18]3[CH2:22][CH2:21][NH:20][C:19]3=[O:23])[CH:14]=[CH:15][CH:16]=2)[CH:11]=[N:10]1.[H-].[Na+].Cl[CH2:27][C:28]1[O:29][CH:30]=[CH:31][N:32]=1. The catalyst is O1CCCC1. The product is [F:1][C:2]1[CH:7]=[C:6]([F:8])[CH:5]=[CH:4][C:3]=1[N:9]1[C:17]2[C:12](=[C:13]([N:18]3[CH2:22][CH2:21][N:20]([CH2:27][C:28]4[O:29][CH:30]=[CH:31][N:32]=4)[C:19]3=[O:23])[CH:14]=[CH:15][CH:16]=2)[CH:11]=[N:10]1. The yield is 0.600. (7) The reactants are [CH:1]1([NH2:4])[CH2:3][CH2:2]1.[Cl:5][C:6]1[CH:7]=[C:8]([CH:12]=[CH:13][C:14]=1[F:15])[C:9](O)=[O:10]. No catalyst specified. The product is [Cl:5][C:6]1[CH:7]=[C:8]([CH:12]=[CH:13][C:14]=1[F:15])[C:9]([NH:4][CH:1]1[CH2:3][CH2:2]1)=[O:10]. The yield is 0.890.